This data is from Full USPTO retrosynthesis dataset with 1.9M reactions from patents (1976-2016). The task is: Predict the reactants needed to synthesize the given product. Given the product [C:1]([O:5][C:6]([N:8]1[CH2:13][CH2:12][N:11]([S:14]([C:17]2[CH:18]=[CH:19][C:20]([NH2:23])=[CH:21][CH:22]=2)(=[O:16])=[O:15])[CH2:10][CH2:9]1)=[O:7])([CH3:4])([CH3:2])[CH3:3], predict the reactants needed to synthesize it. The reactants are: [C:1]([O:5][C:6]([N:8]1[CH2:13][CH2:12][N:11]([S:14]([C:17]2[CH:22]=[CH:21][C:20]([N+:23]([O-])=O)=[CH:19][CH:18]=2)(=[O:16])=[O:15])[CH2:10][CH2:9]1)=[O:7])([CH3:4])([CH3:3])[CH3:2].C(O)C.[Cl-].[NH4+].